This data is from Forward reaction prediction with 1.9M reactions from USPTO patents (1976-2016). The task is: Predict the product of the given reaction. (1) Given the reactants CC(OI1(O[C:20]([CH3:22])=[O:21])(OC(C)=O)OC(=O)C2C=CC=CC1=2)=O.[CH:23]1([CH2:26][S:27]([CH2:30][C@H:31]([NH-:43])[C:32](=[O:42])[NH:33][CH:34]2[CH:39](O)[CH2:38][CH2:37][CH2:36][CH:35]2[OH:41])(=[O:29])=[O:28])[CH2:25][CH2:24]1.[O-]S([O-])(=S)=O.[Na+].[Na+], predict the reaction product. The product is: [CH:23]1([CH2:26][S:27]([CH2:30][C@H:31]([NH:43][C:32]([N:33]2[CH2:22][CH2:20][O:21][CH2:35][CH2:34]2)=[O:42])[C:32](=[O:42])[NH:33][C:34]2[C:35](=[O:41])[CH2:36][CH2:37][CH2:38][CH:39]=2)(=[O:28])=[O:29])[CH2:24][CH2:25]1. (2) Given the reactants [F:1][C:2]1[CH:3]=[C:4]([C:33](=[O:35])[CH3:34])[CH:5]=[CH:6][C:7]=1[N:8]1[CH2:13][CH2:12][N:11]([C:14]([C:16]2[CH:21]=[C:20]([S:22]([CH3:25])(=[O:24])=[O:23])[CH:19]=[CH:18][C:17]=2[C:26]2[CH:31]=[CH:30][C:29]([F:32])=[CH:28][CH:27]=2)=[O:15])[CH2:10][CH2:9]1.[BH4-].[Na+], predict the reaction product. The product is: [F:1][C:2]1[CH:3]=[C:4]([CH:33]([OH:35])[CH3:34])[CH:5]=[CH:6][C:7]=1[N:8]1[CH2:13][CH2:12][N:11]([C:14]([C:16]2[CH:21]=[C:20]([S:22]([CH3:25])(=[O:24])=[O:23])[CH:19]=[CH:18][C:17]=2[C:26]2[CH:31]=[CH:30][C:29]([F:32])=[CH:28][CH:27]=2)=[O:15])[CH2:10][CH2:9]1.